Dataset: Reaction yield outcomes from USPTO patents with 853,638 reactions. Task: Predict the reaction yield, written as a fraction of the theoretical maximum amount of product (1.0 means a 100% yield; for example, 0.34 means a 34% yield). (1) The reactants are [O:1]=[C:2]1[CH2:6][CH2:5][CH2:4][N:3]1[CH:7]([C:11]1[CH:16]=[CH:15][CH:14]=[CH:13][CH:12]=1)[C:8]([OH:10])=[O:9].C1CCC(N=C=NC2CCCCC2)CC1.C1C=CC2N(O)N=NC=2C=1.[N:42]12[CH2:49][CH2:48][CH:45]([CH2:46][CH2:47]1)[C@@H:44](O)[CH2:43]2. The catalyst is C1COCC1. The product is [O:1]=[C:2]1[CH2:6][CH2:5][CH2:4][N:3]1[CH:7]([C:11]1[CH:16]=[CH:15][CH:14]=[CH:13][CH:12]=1)[C:8]([O:10][C@@H:44]1[CH:45]2[CH2:48][CH2:49][N:42]([CH2:47][CH2:46]2)[CH2:43]1)=[O:9]. The yield is 0.930. (2) The reactants are [NH:1]1[CH2:6][CH2:5][O:4][CH2:3][CH2:2]1.CN1C(=O)CCC1.[Br:14][C:15]1[CH:16]=[N:17][CH:18]=[C:19](Br)[CH:20]=1. The catalyst is C1(C)C=CC=CC=1. The product is [Br:14][C:15]1[CH:20]=[C:19]([N:1]2[CH2:6][CH2:5][O:4][CH2:3][CH2:2]2)[CH:18]=[N:17][CH:16]=1. The yield is 0.195. (3) The reactants are N[C:2]1[CH:6]=[CH:5][N:4]([C:7]2[CH:8]=[N:9][CH:10]=[CH:11][CH:12]=2)[N:3]=1.[ClH:13].N([O-])=O.[Na+].[OH-].[Na+]. The catalyst is O.[Cu](Cl)Cl.C1(C)C=CC=CC=1. The product is [Cl:13][C:2]1[CH:6]=[CH:5][N:4]([C:7]2[CH:8]=[N:9][CH:10]=[CH:11][CH:12]=2)[N:3]=1. The yield is 0.680. (4) The reactants are [N:1]1([C:6]([C:8]2[CH:16]=[CH:15][C:11]([C:12]([OH:14])=O)=[CH:10][C:9]=2[CH3:17])=[O:7])[CH2:5][CH:4]=[CH:3][CH2:2]1.CN(C(ON1N=NC2C=CC=CC1=2)=[N+](C)C)C.[B-](F)(F)(F)F.C(N(C(C)C)CC)(C)C.[Cl:49][C:50]1[CH:61]=[CH:60][C:53]2[NH:54][C:55]([C@@H:57]([NH2:59])[CH3:58])=[N:56][C:52]=2[CH:51]=1.ClCl. The catalyst is O1CCCC1.ClCCl.C(O)C. The product is [Cl:49][C:50]1[CH:61]=[CH:60][C:53]2[NH:54][C:55]([C@@H:57]([NH:59][C:12](=[O:14])[C:11]3[CH:15]=[CH:16][C:8]([C:6]([N:1]4[CH2:2][CH:3]=[CH:4][CH2:5]4)=[O:7])=[C:9]([CH3:17])[CH:10]=3)[CH3:58])=[N:56][C:52]=2[CH:51]=1. The yield is 0.960.